This data is from Full USPTO retrosynthesis dataset with 1.9M reactions from patents (1976-2016). The task is: Predict the reactants needed to synthesize the given product. (1) Given the product [CH2:1]([O:3][C:4](=[O:36])[NH:5][CH:12]([C:20]1[CH:25]=[CH:24][C:23]([OH:26])=[C:22]([O:34][CH3:35])[CH:21]=1)[CH2:13][C:14]1[CH:19]=[CH:18][CH:17]=[C:16]([O:39][CH3:37])[CH:15]=1)[CH3:2], predict the reactants needed to synthesize it. The reactants are: [CH2:1]([O:3][C:4](=[O:36])[N:5]([CH:12]([C:20]1[CH:25]=[CH:24][C:23]([O:26]CC2C=CC=CC=2)=[C:22]([O:34][CH3:35])[CH:21]=1)[CH2:13][C:14]1[CH:19]=[CH:18][CH:17]=[CH:16][CH:15]=1)CC(OC)OC)[CH3:2].[C:37](OCC)(=[O:39])C.CCCCCC. (2) Given the product [N+:15]([C:18]1[CH:23]=[CH:22][C:21]([O:10][C:9](=[O:11])[CH2:8][C:6]2[C:5]([C:12]#[N:13])=[CH:4][C:3]([F:14])=[C:2]([Cl:1])[N:7]=2)=[CH:20][CH:19]=1)([O-:17])=[O:16], predict the reactants needed to synthesize it. The reactants are: [Cl:1][C:2]1[N:7]=[C:6]([CH2:8][C:9]([OH:11])=[O:10])[C:5]([C:12]#[N:13])=[CH:4][C:3]=1[F:14].[N+:15]([C:18]1[CH:23]=[CH:22][C:21](O)=[CH:20][CH:19]=1)([O-:17])=[O:16].C(N=C=NC(C)C)(C)C. (3) Given the product [CH2:1]([N:8]1[CH2:13][CH2:12][C:11](=[O:14])[CH:10]([CH:32]([C:31]2[CH:41]=[CH:42][C:28]([Cl:27])=[CH:29][CH:30]=2)[C:33]2[CH:34]=[CH:35][C:36]([Cl:39])=[CH:37][CH:38]=2)[CH2:9]1)[C:2]1[CH:3]=[CH:4][CH:5]=[CH:6][CH:7]=1, predict the reactants needed to synthesize it. The reactants are: [CH2:1]([N:8]1[CH2:13][CH2:12][C:11](=[O:14])[CH2:10][CH2:9]1)[C:2]1[CH:7]=[CH:6][CH:5]=[CH:4][CH:3]=1.[Si](OS(C(F)(F)F)(=O)=O)(C)(C)C.[Cl:27][C:28]1[CH:42]=[CH:41][C:31]([CH:32](O)[C:33]2[CH:38]=[CH:37][C:36]([Cl:39])=[CH:35][CH:34]=2)=[CH:30][CH:29]=1.C(=O)(O)[O-].[Na+]. (4) Given the product [OH:18][CH:19]1[CH2:22][N:21]([C:23]2[S:24][CH:25]=[C:26]([C:28](=[O:51])[N:29]([CH2:31][CH2:32][OH:33])[CH3:30])[N:27]=2)[CH2:20]1, predict the reactants needed to synthesize it. The reactants are: [Si]([O:18][CH:19]1[CH2:22][N:21]([C:23]2[S:24][CH:25]=[C:26]([C:28](=[O:51])[N:29]([CH2:31][CH2:32][O:33][Si](C(C)(C)C)(C3C=CC=CC=3)C3C=CC=CC=3)[CH3:30])[N:27]=2)[CH2:20]1)(C(C)(C)C)(C1C=CC=CC=1)C1C=CC=CC=1.[F-].C([N+](CCCC)(CCCC)CCCC)CCC. (5) Given the product [CH3:20][N:17]1[CH2:18][CH2:19][C:7]2[N:6]([CH2:5][CH:4]([C:21]3[CH:22]=[CH:23][C:24]([F:27])=[CH:25][CH:26]=3)[NH2:1])[C:14]3[CH:13]=[CH:12][C:11]([CH3:15])=[CH:10][C:9]=3[C:8]=2[CH2:16]1, predict the reactants needed to synthesize it. The reactants are: [N:1]([CH:4]([C:21]1[CH:26]=[CH:25][C:24]([F:27])=[CH:23][CH:22]=1)[CH2:5][N:6]1[C:14]2[CH:13]=[CH:12][C:11]([CH3:15])=[CH:10][C:9]=2[C:8]2[CH2:16][N:17]([CH3:20])[CH2:18][CH2:19][C:7]1=2)=[N+]=[N-].[Cl-].[NH4+].